This data is from Acute oral toxicity (LD50) regression data from Zhu et al.. The task is: Regression/Classification. Given a drug SMILES string, predict its toxicity properties. Task type varies by dataset: regression for continuous values (e.g., LD50, hERG inhibition percentage) or binary classification for toxic/non-toxic outcomes (e.g., AMES mutagenicity, cardiotoxicity, hepatotoxicity). Dataset: ld50_zhu. (1) The compound is Cc1cc(C(C)(C)C)c(O)c(C(C)(C)C)c1. The rat oral LD50 is 2.39, given as -log10 of the dose in mol/kg body weight (higher means more acutely toxic). (2) The drug is CCOP(=S)(OCC)SC(C#N)c1ccccc1. The rat oral LD50 is 3.48, given as -log10 of the dose in mol/kg body weight (higher means more acutely toxic). (3) The compound is CC(C)c1ccc2oc3nc(N)c(C(=O)O)cc3c(=O)c2c1. The rat oral LD50 is 1.48, given as -log10 of the dose in mol/kg body weight (higher means more acutely toxic). (4) The compound is BrCc1cccc(Oc2ccccc2)c1. The rat oral LD50 is 2.05, given as -log10 of the dose in mol/kg body weight (higher means more acutely toxic). (5) The molecule is CCNCCO. The rat oral LD50 is 1.95, given as -log10 of the dose in mol/kg body weight (higher means more acutely toxic). (6) The compound is CCCCCC(C)(O)CC. The rat oral LD50 is 1.63, given as -log10 of the dose in mol/kg body weight (higher means more acutely toxic). (7) The rat oral LD50 is 2.59, given as -log10 of the dose in mol/kg body weight (higher means more acutely toxic). The molecule is Cc1c(N(C)C)c(=O)n(-c2ccccc2)n1C.